Dataset: Full USPTO retrosynthesis dataset with 1.9M reactions from patents (1976-2016). Task: Predict the reactants needed to synthesize the given product. (1) Given the product [NH2:29][C:25]1[CH:24]=[C:23]([CH2:22][CH2:21][S:18]([N:15]2[CH2:14][CH2:13][C:9]3([N:8]=[C:7]([CH:1]4[CH2:6][CH2:5][CH2:4][CH2:3][CH2:2]4)[NH:11][C:10]3=[O:12])[CH2:17][CH2:16]2)(=[O:20])=[O:19])[CH:28]=[CH:27][CH:26]=1, predict the reactants needed to synthesize it. The reactants are: [CH:1]1([C:7]2[NH:11][C:10](=[O:12])[C:9]3([CH2:17][CH2:16][N:15]([S:18]([CH2:21][CH2:22][C:23]4[CH:28]=[CH:27][CH:26]=[C:25]([N+:29]([O-])=O)[CH:24]=4)(=[O:20])=[O:19])[CH2:14][CH2:13]3)[N:8]=2)[CH2:6][CH2:5][CH2:4][CH2:3][CH2:2]1. (2) Given the product [NH2:8][C:9]1[CH:14]=[CH:13][C:12]([C:15]2[CH:16]([CH3:22])[CH2:17][C:18](=[O:21])[NH:19][N:20]=2)=[CH:11][C:10]=1[OH:23], predict the reactants needed to synthesize it. The reactants are: C([NH:8][C:9]1[CH:14]=[CH:13][C:12]([C:15]2[CH:16]([CH3:22])[CH2:17][C:18](=[O:21])[NH:19][N:20]=2)=[CH:11][C:10]=1[OH:23])C1C=CC=CC=1.[H][H].